This data is from Forward reaction prediction with 1.9M reactions from USPTO patents (1976-2016). The task is: Predict the product of the given reaction. (1) Given the reactants [OH:1][CH2:2][CH2:3][C:4]1[CH:23]=[CH:22][C:7]([CH2:8][N:9]2[CH2:14][CH2:13][N:12]([C:15]([O:17][C:18]([CH3:21])([CH3:20])[CH3:19])=[O:16])[CH2:11][CH2:10]2)=[CH:6][CH:5]=1.O[C:25]1[CH:30]=[CH:29][C:28]([CH3:31])=[CH:27][N:26]=1.C(P(CCCC)CCCC)CCC.N(C(N1CCCCC1)=O)=NC(N1CCCCC1)=O, predict the reaction product. The product is: [CH3:31][C:28]1[CH:29]=[CH:30][C:25]([O:1][CH2:2][CH2:3][C:4]2[CH:5]=[CH:6][C:7]([CH2:8][N:9]3[CH2:14][CH2:13][N:12]([C:15]([O:17][C:18]([CH3:20])([CH3:19])[CH3:21])=[O:16])[CH2:11][CH2:10]3)=[CH:22][CH:23]=2)=[N:26][CH:27]=1. (2) Given the reactants [F:1][C:2]1[CH:8]=[C:7]([N+:9]([O-:11])=[O:10])[CH:6]=[CH:5][C:3]=1[NH2:4].C([O-])([O-])=O.[K+].[K+].Br[CH2:19][CH2:20][C:21]12[CH2:30][CH:25]3[CH2:26][CH:27]([CH2:29][CH:23]([CH2:24]3)[CH2:22]1)[CH2:28]2, predict the reaction product. The product is: [C:21]12([CH2:20][CH2:19][NH:4][C:3]3[CH:5]=[CH:6][C:7]([N+:9]([O-:11])=[O:10])=[CH:8][C:2]=3[F:1])[CH2:22][CH:23]3[CH2:29][CH:27]([CH2:26][CH:25]([CH2:24]3)[CH2:30]1)[CH2:28]2. (3) The product is: [C:27]([C:25]1[N:26]=[C:21]([O:1][C@H:2]2[CH2:6][CH2:5][N:4]([C:7]([O:9][C:10]([CH3:13])([CH3:12])[CH3:11])=[O:8])[CH2:3]2)[CH:22]=[CH:23][CH:24]=1)#[N:28]. Given the reactants [OH:1][C@H:2]1[CH2:6][CH2:5][N:4]([C:7]([O:9][C:10]([CH3:13])([CH3:12])[CH3:11])=[O:8])[CH2:3]1.C([O-])([O-])=O.[Cs+].[Cs+].Cl[C:21]1[N:26]=[C:25]([C:27]#[N:28])[CH:24]=[CH:23][CH:22]=1, predict the reaction product.